This data is from Reaction yield outcomes from USPTO patents with 853,638 reactions. The task is: Predict the reaction yield, written as a fraction of the theoretical maximum amount of product (1.0 means a 100% yield; for example, 0.34 means a 34% yield). (1) The reactants are COC(=O)C(NC1C=C([Cl:16])C=C(Cl)C=1OCC1C=CC=CC=1)=CC([O-])=O.C[O:28][C:29]([C:31]1[CH:40]=[C:39]([O:41]CC2C=CC=CC=2)[C:38]2[C:33](=[C:34]([NH:49][C:50]3[CH:55]=[CH:54][CH:53]=[CH:52][N:51]=3)[CH:35]=[CH:36][CH:37]=2)[N:32]=1)=[O:30]. No catalyst specified. The product is [ClH:16].[OH:41][C:39]1[C:38]2[C:33](=[C:34]([NH:49][C:50]3[CH:55]=[CH:54][CH:53]=[CH:52][N:51]=3)[CH:35]=[CH:36][CH:37]=2)[N:32]=[C:31]([C:29]([OH:30])=[O:28])[CH:40]=1. The yield is 0.970. (2) The reactants are [CH2:1]([C@@H:8]1[CH2:12][O:11][C:10](=[O:13])[N:9]1[C:14](=[O:39])[C@H:15]([CH2:31][CH2:32][C:33]1[CH:38]=[CH:37][CH:36]=[CH:35][CH:34]=1)[C@@H:16]([OH:30])[C@@H:17]([O:19][Si](C(C)C)(C(C)C)C(C)C)[CH3:18])[C:2]1[CH:7]=[CH:6][CH:5]=[CH:4][CH:3]=1.Cl. The catalyst is CCO. The product is [OH:30][C@H:16]1[C@H:17]([CH3:18])[O:19][C:14](=[O:39])[C@@H:15]1[CH2:31][CH2:32][C:33]1[CH:38]=[CH:37][CH:36]=[CH:35][CH:34]=1.[CH2:1]([C@@H:8]1[CH2:12][O:11][C:10](=[O:13])[NH:9]1)[C:2]1[CH:3]=[CH:4][CH:5]=[CH:6][CH:7]=1. The yield is 0.840.